This data is from Forward reaction prediction with 1.9M reactions from USPTO patents (1976-2016). The task is: Predict the product of the given reaction. (1) Given the reactants [Cl-].[Al+3].[Cl-].[Cl-].[CH3:5][C:6]1([NH:15][C:16](=[O:23])[C:17]2[CH:22]=[CH:21][CH:20]=[CH:19][CH:18]=2)[CH2:14][C:13]2[C:8](=[CH:9][CH:10]=[CH:11][CH:12]=2)[CH2:7]1.[C:24](Cl)(=[O:26])[CH3:25], predict the reaction product. The product is: [C:24]([C:10]1[CH:9]=[C:8]2[C:13](=[CH:12][CH:11]=1)[CH2:14][C:6]([NH:15][C:16](=[O:23])[C:17]1[CH:18]=[CH:19][CH:20]=[CH:21][CH:22]=1)([CH3:5])[CH2:7]2)(=[O:26])[CH3:25]. (2) Given the reactants [F:1][C:2]([F:15])([C:8]1[CH:13]=[CH:12][C:11]([F:14])=[CH:10][CH:9]=1)[C:3](OCC)=[O:4].[BH4-].[Na+], predict the reaction product. The product is: [F:15][C:2]([F:1])([C:8]1[CH:13]=[CH:12][C:11]([F:14])=[CH:10][CH:9]=1)[CH2:3][OH:4]. (3) Given the reactants [OH:1][C:2]1[CH:7]=[CH:6][C:5]([N+:8]([O-:10])=[O:9])=[CH:4][C:3]=1[C:11](=[O:14])[CH2:12][CH3:13].[CH:15]([C:18]1[CH:25]=[CH:24][C:21]([CH2:22]O)=[CH:20][CH:19]=1)([CH3:17])[CH3:16].C1CCN(C(/N=N/C(N2CCCCC2)=O)=O)CC1.C1(P(C2C=CC=CC=2)C2C=CC=CC=2)C=CC=CC=1, predict the reaction product. The product is: [CH:15]([C:18]1[CH:25]=[CH:24][C:21]([CH2:22][O:1][C:2]2[CH:7]=[CH:6][C:5]([N+:8]([O-:10])=[O:9])=[CH:4][C:3]=2[C:11](=[O:14])[CH2:12][CH3:13])=[CH:20][CH:19]=1)([CH3:17])[CH3:16].